Dataset: Reaction yield outcomes from USPTO patents with 853,638 reactions. Task: Predict the reaction yield, written as a fraction of the theoretical maximum amount of product (1.0 means a 100% yield; for example, 0.34 means a 34% yield). The reactants are [C:1]1([C:7]2[CH:12]=[CH:11][CH:10]=[CH:9][CH:8]=2)[CH:6]=[CH:5][CH:4]=[CH:3][CH:2]=1.C([C:16]1[CH:21]=[CH:20][C:19](B(O)O)=[CH:18][CH:17]=1)CC.OCC(C)(CO)C.CC(C)=O. The catalyst is CC(O)C.CC([O-])=O.CC([O-])=O.[Pd+2]. The product is [C:1]1([C:7]2[C:8]([C:16]3[CH:21]=[CH:20][CH:19]=[CH:18][CH:17]=3)=[CH:9][CH:10]=[CH:11][CH:12]=2)[CH:6]=[CH:5][CH:4]=[CH:3][CH:2]=1. The yield is 0.890.